From a dataset of Reaction yield outcomes from USPTO patents with 853,638 reactions. Predict the reaction yield, written as a fraction of the theoretical maximum amount of product (1.0 means a 100% yield; for example, 0.34 means a 34% yield). The reactants are Br[C:2]1[N:3]=[C:4]([C:9]2[N:13]=[C:12]([C:14]3[CH:19]=[CH:18][CH:17]=[CH:16][CH:15]=3)[O:11][N:10]=2)[C:5]([NH2:8])=[N:6][CH:7]=1.[C:20]([O:24][C:25]([N:27]1[CH2:32][CH:31]=[C:30](B2OC(C)(C)C(C)(C)O2)[CH2:29][CH2:28]1)=[O:26])([CH3:23])([CH3:22])[CH3:21].C(=O)([O-])[O-].[Na+].[Na+]. The catalyst is CN(C=O)C.O.C(OCC)(=O)C. The product is [NH2:8][C:5]1[N:6]=[CH:7][C:2]([C:30]2[CH2:31][CH2:32][N:27]([C:25]([O:24][C:20]([CH3:23])([CH3:22])[CH3:21])=[O:26])[CH2:28][CH:29]=2)=[N:3][C:4]=1[C:9]1[N:13]=[C:12]([C:14]2[CH:19]=[CH:18][CH:17]=[CH:16][CH:15]=2)[O:11][N:10]=1. The yield is 0.880.